From a dataset of HIV replication inhibition screening data with 41,000+ compounds from the AIDS Antiviral Screen. Binary Classification. Given a drug SMILES string, predict its activity (active/inactive) in a high-throughput screening assay against a specified biological target. (1) The compound is COC(=O)c1cccc(OC)c1C#Cc1c(OC)cccc1OC. The result is 0 (inactive). (2) The molecule is CC1CCOc2ccc(cc2)C=Nc2ccc(cc2)CCc2ccc(cc2)N=Cc2ccc(cc2)OCC1. The result is 0 (inactive). (3) The compound is CC(=O)C(=NNc1ccc(-n2c(C)nc3ccccc3c2=O)cc1)C(C)=O. The result is 0 (inactive). (4) The molecule is Cc1ccccc1C1OC(=O)c2ccccc21. The result is 0 (inactive). (5) The molecule is CC(=O)Nc1c(C)cc2c(nc3n2CCC3O)c1[N+](=O)[O-]. The result is 0 (inactive). (6) The compound is CCNC(=S)NNC(=O)c1nsc2ccccc12. The result is 0 (inactive). (7) The drug is COCC(O)Cn1ccnc1[N+](=O)[O-]. The result is 0 (inactive). (8) The drug is O=C(COc1ccc(Br)cc1Br)N1N=C(c2ccc([N+](=O)[O-])o2)CC1(O)c1ccccc1. The result is 0 (inactive). (9) The molecule is O=S(=O)(N1CCCCN(S(=O)(=O)C(F)(F)F)CCCN(S(=O)(=O)C(F)(F)F)CCCN(S(=O)(=O)C(F)(F)F)CCCCN(S(=O)(=O)C(F)(F)F)CCCN(S(=O)(=O)C(F)(F)F)CCC1)C(F)(F)F. The result is 0 (inactive). (10) The molecule is COc1cc(Cl)c2c3c(c(C(=O)c4ccccc4)oc13)CCC2. The result is 0 (inactive).